From a dataset of Full USPTO retrosynthesis dataset with 1.9M reactions from patents (1976-2016). Predict the reactants needed to synthesize the given product. (1) Given the product [C:30]1([NH:29][C:25]([C:9]2[N:10]=[C:11]([N:12]3[CH2:17][CH2:16][N:15]4[C:18]([C:21]([F:24])([F:22])[F:23])=[N:19][N:20]=[C:14]4[CH2:13]3)[C:6]3[CH:5]=[C:4]([CH2:1][CH2:2][CH3:3])[S:28][C:7]=3[N:8]=2)=[O:27])[CH:35]=[CH:34][CH:33]=[CH:32][CH:31]=1, predict the reactants needed to synthesize it. The reactants are: [CH2:1]([C:4]1[S:28][C:7]2[N:8]=[C:9]([C:25]([OH:27])=O)[N:10]=[C:11]([N:12]3[CH2:17][CH2:16][N:15]4[C:18]([C:21]([F:24])([F:23])[F:22])=[N:19][N:20]=[C:14]4[CH2:13]3)[C:6]=2[CH:5]=1)[CH2:2][CH3:3].[NH2:29][C:30]1[CH:35]=[CH:34][CH:33]=[CH:32][CH:31]=1.CN(C(ON1N=NC2C=CC=NC1=2)=[N+](C)C)C.F[P-](F)(F)(F)(F)F.C(N(CC)CC)C. (2) Given the product [O:35]1[C:31]([C:2]2[C:7]3[O:8][CH2:9][CH2:10][N:11]([C:12]([O:14][C:15]([CH3:18])([CH3:17])[CH3:16])=[O:13])[C:6]=3[CH:5]=[C:4]([C:19]([F:22])([F:21])[F:20])[CH:3]=2)=[CH:32][N:33]=[CH:34]1, predict the reactants needed to synthesize it. The reactants are: Br[C:2]1[C:7]2[O:8][CH2:9][CH2:10][N:11]([C:12]([O:14][C:15]([CH3:18])([CH3:17])[CH3:16])=[O:13])[C:6]=2[CH:5]=[C:4]([C:19]([F:22])([F:21])[F:20])[CH:3]=1.CC1(C)C(C)(C)OB([C:31]2[O:35][C:34]([Si](C(C)C)(C(C)C)C(C)C)=[N:33][CH:32]=2)O1.C(=O)([O-])[O-].[K+].[K+].COCCOC. (3) Given the product [CH3:1][N:2]([CH:21]1[CH:22]2[CH2:23][C:24]3([C:31]([OH:33])=[O:32])[CH2:25][CH:26]([CH2:27][CH:28]1[CH2:29]3)[CH2:30]2)[C:3](=[O:20])[C:4]([N:7]([CH2:18][CH3:19])[S:8]([C:11]1[CH:16]=[CH:15][CH:14]=[CH:13][C:12]=1[CH3:17])(=[O:9])=[O:10])([CH3:5])[CH3:6], predict the reactants needed to synthesize it. The reactants are: [CH3:1][N:2]([CH:21]1[CH:28]2[CH2:29][C:24]3([C:31]([O-:33])=[O:32])[CH2:25][CH:26]([CH2:30][CH:22]1[CH2:23]3)[CH2:27]2)[C:3](=[O:20])[C:4]([N:7]([CH2:18][CH3:19])[S:8]([C:11]1[CH:16]=[CH:15][CH:14]=[CH:13][C:12]=1[CH3:17])(=[O:10])=[O:9])([CH3:6])[CH3:5].C1COCC1.CO.O[Li].O. (4) Given the product [Br:8][C:9]1[N:10]=[C:11]([C:30]2[O:32][N:33]=[C:34]([C:35]3[CH:40]=[CH:39][CH:38]=[CH:37][CH:36]=3)[CH:31]=2)[C:12]([N:15]([C:23]([O:25][C:26]([CH3:29])([CH3:28])[CH3:27])=[O:24])[C:16](=[O:22])[O:17][C:18]([CH3:20])([CH3:21])[CH3:19])=[N:13][CH:14]=1, predict the reactants needed to synthesize it. The reactants are: C(N(CC)CC)C.[Br:8][C:9]1[N:10]=[C:11]([C:30]#[CH:31])[C:12]([N:15]([C:23]([O:25][C:26]([CH3:29])([CH3:28])[CH3:27])=[O:24])[C:16](=[O:22])[O:17][C:18]([CH3:21])([CH3:20])[CH3:19])=[N:13][CH:14]=1.[OH:32][N:33]=[C:34](Cl)[C:35]1[CH:40]=[CH:39][CH:38]=[CH:37][CH:36]=1.